Dataset: Full USPTO retrosynthesis dataset with 1.9M reactions from patents (1976-2016). Task: Predict the reactants needed to synthesize the given product. The reactants are: Br[C:2]1[N:3]=[C:4]([C:23]#[C:24][Si](C)(C)C)[C:5]([N:8]([C:16]([O:18][C:19]([CH3:22])([CH3:21])[CH3:20])=[O:17])[C:9](=[O:15])[O:10][C:11]([CH3:14])([CH3:13])[CH3:12])=[N:6][CH:7]=1.[CH:29]([S:32]([C:35]1[CH:40]=[CH:39][C:38](B(O)O)=[CH:37][CH:36]=1)(=[O:34])=[O:33])([CH3:31])[CH3:30].[O-]P([O-])([O-])=O.[K+].[K+].[K+].S(S([O-])=O)([O-])(=O)=O.[Na+].[Na+]. Given the product [C:23]([C:4]1[C:5]([N:8]([C:16]([O:18][C:19]([CH3:22])([CH3:21])[CH3:20])=[O:17])[C:9](=[O:15])[O:10][C:11]([CH3:14])([CH3:13])[CH3:12])=[N:6][CH:7]=[C:2]([C:38]2[CH:37]=[CH:36][C:35]([S:32]([CH:29]([CH3:31])[CH3:30])(=[O:34])=[O:33])=[CH:40][CH:39]=2)[N:3]=1)#[CH:24], predict the reactants needed to synthesize it.